From a dataset of Forward reaction prediction with 1.9M reactions from USPTO patents (1976-2016). Predict the product of the given reaction. (1) The product is: [ClH:1].[Cl:1][C:2]1[CH:3]=[CH:4][C:5]([O:28][CH2:29][CH:30]([CH3:32])[CH3:31])=[C:6]([CH2:8][N:9]2[C:13]([CH3:14])=[CH:12][C:11]([C:15]([NH:17][C:18]3[CH:23]=[CH:22][C:21]([CH2:24][NH:34][CH3:33])=[CH:20][C:19]=3[O:26][CH3:27])=[O:16])=[N:10]2)[CH:7]=1. Given the reactants [Cl:1][C:2]1[CH:3]=[CH:4][C:5]([O:28][CH2:29][CH:30]([CH3:32])[CH3:31])=[C:6]([CH2:8][N:9]2[C:13]([CH3:14])=[CH:12][C:11]([C:15]([NH:17][C:18]3[CH:23]=[CH:22][C:21]([CH:24]=O)=[CH:20][C:19]=3[O:26][CH3:27])=[O:16])=[N:10]2)[CH:7]=1.[CH3:33][NH2:34].C(O[BH-](OC(=O)C)OC(=O)C)(=O)C.[Na+].C(OCC)(=O)C, predict the reaction product. (2) Given the reactants [OH:1][C:2]1[CH:6]=[C:5]([CH3:7])[S:4][C:3]=1[C:8]([O:10][CH3:11])=[O:9].N1C=CC=CC=1.[O:18](S(C(F)(F)F)(=O)=O)[S:19]([C:22]([F:25])([F:24])[F:23])(=O)=[O:20], predict the reaction product. The product is: [CH3:7][C:5]1[S:4][C:3]([C:8]([O:10][CH3:11])=[O:9])=[C:2]([O:1][S:19]([C:22]([F:25])([F:24])[F:23])(=[O:20])=[O:18])[CH:6]=1.